Dataset: Reaction yield outcomes from USPTO patents with 853,638 reactions. Task: Predict the reaction yield, written as a fraction of the theoretical maximum amount of product (1.0 means a 100% yield; for example, 0.34 means a 34% yield). (1) The reactants are [H-].C([Al+]CC(C)C)C(C)C.[CH2:11]1[C:20]2[C:15](=[CH:16][CH:17]=[CH:18][CH:19]=2)[CH2:14][CH2:13][N:12]1[C:21]1[N:22]=[C:23]([C:32]#N)[CH:24]=[C:25]2[C:29]([CH3:30])=[C:28]([CH3:31])[NH:27][C:26]=12.[OH2:34].[OH-].[Na+]. The catalyst is O1CCCC1.C(OCC)C. The product is [CH2:11]1[C:20]2[C:15](=[CH:16][CH:17]=[CH:18][CH:19]=2)[CH2:14][CH2:13][N:12]1[C:21]1[N:22]=[C:23]([CH:32]=[O:34])[CH:24]=[C:25]2[C:29]([CH3:30])=[C:28]([CH3:31])[NH:27][C:26]=12. The yield is 0.160. (2) The reactants are [Cl:1][C:2]1[CH:3]=[C:4]2[C:9](=[CH:10][CH:11]=1)[N:8]=[C:7]([NH:12][C:13](=[O:17])OCC)[C:6]([O:18][CH3:19])=[N:5]2.[CH3:20][C:21]1[CH:26]=[CH:25][CH:24]=[CH:23][C:22]=1[N:27]1[CH2:32][CH2:31][NH:30][CH2:29][CH2:28]1. No catalyst specified. The product is [Cl:1][C:2]1[CH:3]=[C:4]2[C:9](=[CH:10][CH:11]=1)[N:8]=[C:7]([NH:12][C:13]([N:30]1[CH2:31][CH2:32][N:27]([C:22]3[CH:23]=[CH:24][CH:25]=[CH:26][C:21]=3[CH3:20])[CH2:28][CH2:29]1)=[O:17])[C:6]([O:18][CH3:19])=[N:5]2. The yield is 0.890.